Dataset: Full USPTO retrosynthesis dataset with 1.9M reactions from patents (1976-2016). Task: Predict the reactants needed to synthesize the given product. (1) Given the product [O:1]1[C:5]2[CH:6]=[CH:7][CH:8]=[CH:9][C:4]=2[N:3]=[C:2]1[C:16]1[CH:24]=[CH:23][C:19]([CH2:20][C:21]#[N:22])=[C:18]([F:25])[CH:17]=1, predict the reactants needed to synthesize it. The reactants are: [O:1]1[C:5]2[CH:6]=[CH:7][CH:8]=[CH:9][C:4]=2[N:3]=[CH:2]1.C([Li])CCC.Br[C:16]1[CH:24]=[CH:23][C:19]([CH2:20][C:21]#[N:22])=[C:18]([F:25])[CH:17]=1. (2) Given the product [N:1]([CH2:4][C@@H:5]([N:14]([CH2:24][CH3:25])[C:15](=[O:21])[O:16][C:17]([CH3:20])([CH3:19])[CH3:18])[CH2:6][C@H:7]1[CH2:8][CH2:9][CH2:10][O:13][CH2:12]1)=[N+:2]=[N-:3], predict the reactants needed to synthesize it. The reactants are: [N:1]([CH2:4][C@@H:5]([NH:14][C:15](=[O:21])[O:16][C:17]([CH3:20])([CH3:19])[CH3:18])[CH2:6][C@H:7]([CH2:12][OH:13])[CH2:8][CH2:9][CH2:10]Cl)=[N+:2]=[N-:3].[H-].[Na+].[CH2:24](I)[CH3:25]. (3) Given the product [NH2:9][C:3]1[N:4]=[CH:5][N:6]=[C:7]([NH:10][CH2:11][CH:12]2[CH2:16][CH2:15][N:14]([C:17](=[O:19])[CH:41]=[CH2:42])[CH2:13]2)[C:2]=1[C:35]1[CH:36]=[CH:37][C:32]([O:31][CH2:24][C:25]2[CH:30]=[CH:29][CH:28]=[CH:27][CH:26]=2)=[CH:33][CH:34]=1, predict the reactants needed to synthesize it. The reactants are: Cl[C:2]1[C:3]([NH2:9])=[N:4][CH:5]=[N:6][C:7]=1Cl.[NH2:10][CH2:11][CH:12]1[CH2:16][CH2:15][N:14]([C:17]([O:19]C(C)(C)C)=O)[CH2:13]1.[CH2:24]([O:31][C:32]1[CH:37]=[CH:36][C:35](B(O)O)=[CH:34][CH:33]=1)[C:25]1[CH:30]=[CH:29][CH:28]=[CH:27][CH:26]=1.[C:41](Cl)(=O)[CH:42]=C. (4) Given the product [NH2:5][C:6]1[C:11]([NH2:12])=[CH:10][C:9]([NH2:13])=[C:8]([NH2:14])[N:7]=1, predict the reactants needed to synthesize it. The reactants are: O.Cl.Cl.Cl.[NH2:5][C:6]1[C:11]([NH2:12])=[CH:10][C:9]([NH2:13])=[C:8]([NH2:14])[N:7]=1.OC1C=C(C(O)=O)C(O)=CC=1C(O)=O.[Na+].[Na+].OC1C=C(C([O-])=O)C(O)=CC=1C([O-])=O.C(O)(=O)C. (5) Given the product [CH2:29]([O:31][C:32](=[O:33])[CH2:34][CH2:35][C:36]1[CH:41]=[CH:40][C:39]([C:2]2[CH:7]=[CH:6][C:5]([C:8]3[O:12][N:11]=[C:10]([CH3:13])[C:9]=3[CH:14]([OH:28])[CH2:15][O:16][CH2:17][C:18]3[CH:23]=[CH:22][CH:21]=[C:20]([C:24]([F:26])([F:25])[F:27])[CH:19]=3)=[CH:4][CH:3]=2)=[CH:38][CH:37]=1)[CH3:30], predict the reactants needed to synthesize it. The reactants are: Br[C:2]1[CH:7]=[CH:6][C:5]([C:8]2[O:12][N:11]=[C:10]([CH3:13])[C:9]=2[CH:14]([OH:28])[CH2:15][O:16][CH2:17][C:18]2[CH:23]=[CH:22][CH:21]=[C:20]([C:24]([F:27])([F:26])[F:25])[CH:19]=2)=[CH:4][CH:3]=1.[CH2:29]([O:31][C:32]([CH2:34][CH2:35][C:36]1[CH:41]=[CH:40][C:39](B(O)O)=[CH:38][CH:37]=1)=[O:33])[CH3:30]. (6) Given the product [Cl:11][CH2:12][C:13]([NH:1][C@H:2]([C:8]([OH:10])=[O:9])[CH2:3][CH2:4][C:5](=[O:7])[NH2:6])=[O:14], predict the reactants needed to synthesize it. The reactants are: [NH2:1][C@H:2]([C:8]([OH:10])=[O:9])[CH2:3][CH2:4][C:5](=[O:7])[NH2:6].[Cl:11][CH2:12][C:13](Cl)=[O:14].